Dataset: Catalyst prediction with 721,799 reactions and 888 catalyst types from USPTO. Task: Predict which catalyst facilitates the given reaction. Reactant: [NH2:1][C:2]1[C:7]([F:8])=[C:6]([CH2:9][CH:10]2[CH2:12][CH2:11]2)[N:5]=[C:4]([CH:13]=[O:14])[C:3]=1[Cl:15].CC(=CC)C.P([O-])([O-])(O)=[O:22].[Na+].[Na+].Cl([O-])=O.[Na+]. Product: [NH2:1][C:2]1[C:7]([F:8])=[C:6]([CH2:9][CH:10]2[CH2:11][CH2:12]2)[N:5]=[C:4]([C:13]([OH:22])=[O:14])[C:3]=1[Cl:15]. The catalyst class is: 878.